From a dataset of Catalyst prediction with 721,799 reactions and 888 catalyst types from USPTO. Predict which catalyst facilitates the given reaction. Reactant: [NH2:1][C:2]1[C:3]([N:11]2[CH2:16][C@H:15]([CH3:17])[C@@H:14]([O:18][Si:19]([C:22]([CH3:25])([CH3:24])[CH3:23])([CH3:21])[CH3:20])[C@H:13]([NH:26][C:27](=[O:33])[O:28][C:29]([CH3:32])([CH3:31])[CH3:30])[CH2:12]2)=[C:4]2[CH2:10][CH2:9][O:8][C:5]2=[N:6][CH:7]=1.[C:34]([O:38][C:39]([NH:41][C:42]1[S:46][C:45]([C:47]2[C:52]([F:53])=[CH:51][CH:50]=[CH:49][C:48]=2[F:54])=[N:44][C:43]=1[C:55](O)=[O:56])=[O:40])([CH3:37])([CH3:36])[CH3:35].CN(C(ON1N=NC2C=CC=NC1=2)=[N+](C)C)C.F[P-](F)(F)(F)(F)F.CCN(C(C)C)C(C)C. Product: [C:34]([O:38][C:39](=[O:40])[NH:41][C:42]1[S:46][C:45]([C:47]2[C:48]([F:54])=[CH:49][CH:50]=[CH:51][C:52]=2[F:53])=[N:44][C:43]=1[C:55]([NH:1][C:2]1[C:3]([N:11]2[CH2:16][C@H:15]([CH3:17])[C@@H:14]([O:18][Si:19]([C:22]([CH3:23])([CH3:25])[CH3:24])([CH3:20])[CH3:21])[C@H:13]([NH:26][C:27]([O:28][C:29]([CH3:32])([CH3:31])[CH3:30])=[O:33])[CH2:12]2)=[C:4]2[CH2:10][CH2:9][O:8][C:5]2=[N:6][CH:7]=1)=[O:56])([CH3:37])([CH3:35])[CH3:36]. The catalyst class is: 3.